From a dataset of Forward reaction prediction with 1.9M reactions from USPTO patents (1976-2016). Predict the product of the given reaction. (1) Given the reactants C([C:3]1[N:41]=[C:6]2[N:7]=[C:8]([C:17]3[CH:22]=[CH:21][C:20]([CH2:23][N:24]4[CH2:29][CH2:28][CH:27]([C:30]5[N:34]=[C:33](C6C=CC=CN=6)[NH:32][N:31]=5)[CH2:26][CH2:25]4)=[CH:19][CH:18]=3)[C:9]([C:11]3[CH:16]=[CH:15][CH:14]=[CH:13][CH:12]=3)=[CH:10][N:5]2[N:4]=1)#C.[NH3:42].[CH2:43](O)[CH3:44], predict the reaction product. The product is: [C:11]1([C:9]2[C:8]([C:17]3[CH:22]=[CH:21][C:20]([CH2:23][N:24]4[CH2:29][CH2:28][CH:27]([C:30]5[N:34]=[C:33]([C:44]6[CH:43]=[CH:8][CH:9]=[CH:10][N:5]=6)[NH:32][N:31]=5)[CH2:26][CH2:25]4)=[CH:19][CH:18]=3)=[N:42][C:6]3[N:5]([N:4]=[C:3]([NH2:41])[N:7]=3)[CH:10]=2)[CH:12]=[CH:13][CH:14]=[CH:15][CH:16]=1. (2) Given the reactants [NH2:1][C:2]1[C:3]([F:23])=[CH:4][C:5]([Cl:22])=[C:6]([C:8]2[C:9](=[O:21])[N:10]([CH2:19][CH3:20])[C:11]3[C:16]([CH:17]=2)=[CH:15][N:14]=[C:13]([Cl:18])[CH:12]=3)[CH:7]=1.[C:24]([C:26]1[CH:27]=[C:28]([N:32]=[C:33]=[O:34])[CH:29]=[CH:30][CH:31]=1)#[N:25].N1C=CC=CC=1, predict the reaction product. The product is: [Cl:22][C:5]1[C:6]([C:8]2[C:9](=[O:21])[N:10]([CH2:19][CH3:20])[C:11]3[C:16]([CH:17]=2)=[CH:15][N:14]=[C:13]([Cl:18])[CH:12]=3)=[CH:7][C:2]([NH:1][C:33]([NH:32][C:28]2[CH:29]=[CH:30][CH:31]=[C:26]([C:24]#[N:25])[CH:27]=2)=[O:34])=[C:3]([F:23])[CH:4]=1. (3) Given the reactants [CH3:1][C:2]1[CH:7]=[C:6]([Cl:8])[CH:5]=[C:4]([N:9]2[CH2:14][CH2:13][O:12][CH2:11][CH2:10]2)[N:3]=1.C([Li])CCC.[O:20]1[CH2:22][CH2:21]1, predict the reaction product. The product is: [Cl:8][C:6]1[CH:5]=[C:4]([N:9]2[CH2:14][CH2:13][O:12][CH2:11][CH2:10]2)[N:3]=[C:2]([CH2:1][CH2:22][CH2:21][OH:20])[CH:7]=1. (4) Given the reactants [CH:1]1[C:13]2[CH:12]([CH2:14][O:15][C:16]([N:18]3[CH2:23][CH2:22][CH:21]([C:24]([OH:26])=O)[CH2:20][CH2:19]3)=[O:17])[C:11]3[C:6](=[CH:7][CH:8]=[CH:9][CH:10]=3)[C:5]=2[CH:4]=[CH:3][CH:2]=1.C1C=NC2N(O)N=NC=2C=1.N1C(C)=CC(C)=CC=1C.CC(C)N=C=NC(C)C.[C:55]([O:59][C:60]([CH3:63])([CH3:62])[CH3:61])(=[O:58])[NH:56][NH2:57], predict the reaction product. The product is: [C:60]([O:59][C:55]([NH:56][NH:57][C:24]([CH:21]1[CH2:22][CH2:23][N:18]([C:16]([O:15][CH2:14][CH:12]2[C:11]3[CH:10]=[CH:9][CH:8]=[CH:7][C:6]=3[C:5]3[C:13]2=[CH:1][CH:2]=[CH:3][CH:4]=3)=[O:17])[CH2:19][CH2:20]1)=[O:26])=[O:58])([CH3:63])([CH3:62])[CH3:61]. (5) Given the reactants Br[C:2]1[CH:3]=[C:4]2[C:9](=[CH:10][CH:11]=1)[N:8]([C:12](=[O:14])[CH3:13])[C@@H:7]([CH3:15])[CH2:6][C@H:5]2[NH:16][C:17]1[CH:22]=[CH:21][C:20]([N+:23]([O-:25])=[O:24])=[CH:19][N:18]=1.[B:26]1([B:26]2[O:30][C:29]([CH3:32])([CH3:31])[C:28]([CH3:34])([CH3:33])[O:27]2)[O:30][C:29]([CH3:32])([CH3:31])[C:28]([CH3:34])([CH3:33])[O:27]1.C([O-])(=O)C.[K+], predict the reaction product. The product is: [CH3:15][C@H:7]1[CH2:6][C@@H:5]([NH:16][C:17]2[CH:22]=[CH:21][C:20]([N+:23]([O-:25])=[O:24])=[CH:19][N:18]=2)[C:4]2[C:9](=[CH:10][CH:11]=[C:2]([B:26]3[O:30][C:29]([CH3:32])([CH3:31])[C:28]([CH3:34])([CH3:33])[O:27]3)[CH:3]=2)[N:8]1[C:12](=[O:14])[CH3:13]. (6) Given the reactants [C:1](/[CH:3]=[CH:4]/[S:5]([C:8]1[CH:13]=[CH:12][C:11]([C:14]([CH3:19])([CH3:18])[C:15]([OH:17])=O)=[CH:10][CH:9]=1)(=[O:7])=[O:6])#[N:2].[CH2:20]([NH2:24])[CH:21]([CH3:23])[CH3:22].Cl.CN(C)CCCN=C=NCC.ON1C2C=CC=CC=2N=N1.C(=O)(O)[O-].[Na+], predict the reaction product. The product is: [C:1](/[CH:3]=[CH:4]/[S:5]([C:8]1[CH:9]=[CH:10][C:11]([C:14]([CH3:19])([CH3:18])[C:15]([NH:24][CH2:20][CH:21]([CH3:23])[CH3:22])=[O:17])=[CH:12][CH:13]=1)(=[O:6])=[O:7])#[N:2]. (7) Given the reactants [H-].[H-].[H-].[H-].[Li+].[Al+3].[CH3:7][C:8]([CH3:18])([CH2:14][CH2:15][CH:16]=[CH2:17])[C:9](OCC)=[O:10], predict the reaction product. The product is: [CH3:7][C:8]([CH3:18])([CH2:14][CH2:15][CH:16]=[CH2:17])[CH2:9][OH:10].